This data is from Peptide-MHC class I binding affinity with 185,985 pairs from IEDB/IMGT. The task is: Regression. Given a peptide amino acid sequence and an MHC pseudo amino acid sequence, predict their binding affinity value. This is MHC class I binding data. (1) The peptide sequence is AKNPNRFVI. The MHC is HLA-A68:02 with pseudo-sequence HLA-A68:02. The binding affinity (normalized) is 0. (2) The MHC is HLA-A02:06 with pseudo-sequence HLA-A02:06. The peptide sequence is LMMSSPPPI. The binding affinity (normalized) is 1.00. (3) The peptide sequence is WRQWIPAGI. The MHC is HLA-B57:01 with pseudo-sequence HLA-B57:01. The binding affinity (normalized) is 0.0847. (4) The peptide sequence is LSDAARLFL. The MHC is HLA-B27:03 with pseudo-sequence HLA-B27:03. The binding affinity (normalized) is 0.0847. (5) The peptide sequence is LMDSIFVST. The MHC is HLA-A02:03 with pseudo-sequence HLA-A02:03. The binding affinity (normalized) is 0.497.